This data is from M1 muscarinic receptor antagonist screen with 61,756 compounds. The task is: Binary Classification. Given a drug SMILES string, predict its activity (active/inactive) in a high-throughput screening assay against a specified biological target. (1) The compound is O1c2cc(Cn3c4nc5c(nc4c(c3N)C(=O)NCCC)cccc5)ccc2OC1. The result is 0 (inactive). (2) The molecule is Clc1ccc(c2n([nH]c(=O)c(=N/c3c(n(n(c3=O)c3ccccc3)C)C)/c2)CC)cc1. The result is 0 (inactive). (3) The molecule is O=C(N1CCN(CC1)c1ncccn1)c1cc(OC)cc(OC)c1. The result is 0 (inactive). (4) The compound is Brc1ccc(N2C3C(N(C2=O)c2ccccc2)CS(=O)(=O)C3)cc1. The result is 0 (inactive).